Dataset: Forward reaction prediction with 1.9M reactions from USPTO patents (1976-2016). Task: Predict the product of the given reaction. (1) Given the reactants Br[C:2]1[C:7]([O:8][CH3:9])=[CH:6][CH:5]=[CH:4][N:3]=1.C1(C)C=CC=CC=1.C([Li])CCC.[S:22]1[C:26]2=[N:27][CH:28]=[CH:29][CH:30]=[C:25]2[CH:24]=[C:23]1[CH:31]=[N:32][S:33]([C:36]1[CH:46]=[CH:45][C:39]2[O:40][CH2:41][CH2:42][CH2:43][O:44][C:38]=2[CH:37]=1)(=[O:35])=[O:34], predict the reaction product. The product is: [CH3:9][O:8][C:7]1[C:2]([CH:31]([C:23]2[S:22][C:26]3=[N:27][CH:28]=[CH:29][CH:30]=[C:25]3[CH:24]=2)[NH:32][S:33]([C:36]2[CH:46]=[CH:45][C:39]3[O:40][CH2:41][CH2:42][CH2:43][O:44][C:38]=3[CH:37]=2)(=[O:35])=[O:34])=[N:3][CH:4]=[CH:5][CH:6]=1. (2) Given the reactants [C:1]([O:5][C:6]([N:8]1[C:16]2[CH:15]=[C:14](Cl)[N:13]=[CH:12][C:11]=2[C:10]([CH3:19])([CH3:18])[CH2:9]1)=[O:7])([CH3:4])([CH3:3])[CH3:2].[CH3:20][C:21]1[CH:26]=[CH:25][CH:24]=[CH:23][C:22]=1[OH:27].P([O-])([O-])([O-])=O.[K+].[K+].[K+], predict the reaction product. The product is: [C:1]([O:5][C:6]([N:8]1[C:16]2[CH:15]=[C:14]([O:27][C:22]3[CH:23]=[CH:24][CH:25]=[CH:26][C:21]=3[CH3:20])[N:13]=[CH:12][C:11]=2[C:10]([CH3:19])([CH3:18])[CH2:9]1)=[O:7])([CH3:4])([CH3:3])[CH3:2].